This data is from Full USPTO retrosynthesis dataset with 1.9M reactions from patents (1976-2016). The task is: Predict the reactants needed to synthesize the given product. (1) Given the product [CH2:1]([O:3][C:4](=[O:16])[C:5]1[CH:13]=[C:12]([CH2:14][OH:15])[CH:11]=[C:7]([C:8]([NH:18][CH3:17])=[O:9])[CH:6]=1)[CH3:2], predict the reactants needed to synthesize it. The reactants are: [CH2:1]([O:3][C:4](=[O:16])[C:5]1[CH:13]=[C:12]([CH2:14][OH:15])[CH:11]=[C:7]([C:8](O)=[O:9])[CH:6]=1)[CH3:2].[CH3:17][NH:18]CCC.ON1C2C=CC=CC=2N=N1.Cl.CN(C)CCCN=C=NCC. (2) Given the product [CH3:1][O:23][C:21]([CH:14]1[CH2:15][CH2:16][CH:11]([NH:10][C:8]([O:7][C:3]([CH3:4])([CH3:6])[CH3:5])=[O:9])[CH2:12][CH2:13]1)=[O:24], predict the reactants needed to synthesize it. The reactants are: [CH3:1]I.[C:3]([O:7][C:8]([NH:10][CH:11]1[CH2:16][CH2:15][CH:14](CC(O)=O)[CH2:13][CH2:12]1)=[O:9])([CH3:6])([CH3:5])[CH3:4].[C:21](=[O:24])([O-:23])[O-].[Cs+].[Cs+].